Task: Predict the product of the given reaction.. Dataset: Forward reaction prediction with 1.9M reactions from USPTO patents (1976-2016) (1) Given the reactants O1CCCC1.Cl[C:7]1[N:12]=[C:11]([Cl:13])[N:10]=[CH:9][N:8]=1.C(=O)([O-])[O-].[Na+].[Na+].Cl.[F:21][C:22]1[CH:27]=[CH:26][C:25]([N:28]2[CH2:32][CH2:31][C@@H:30]([NH2:33])[CH2:29]2)=[CH:24][CH:23]=1, predict the reaction product. The product is: [Cl:13][C:11]1[N:10]=[CH:9][N:8]=[C:7]([NH:33][C@@H:30]2[CH2:31][CH2:32][N:28]([C:25]3[CH:26]=[CH:27][C:22]([F:21])=[CH:23][CH:24]=3)[CH2:29]2)[N:12]=1. (2) Given the reactants [Cl-].[NH4+].C(O)(=O)C.[CH3:7][N:8]1[C:16]2[C:11](=[CH:12][C:13]([N+:17]([O-])=O)=[CH:14][CH:15]=2)[CH:10]=[N:9]1.C(OCC)(=O)C, predict the reaction product. The product is: [CH3:7][N:8]1[C:16]2[C:11](=[CH:12][C:13]([NH2:17])=[CH:14][CH:15]=2)[CH:10]=[N:9]1. (3) Given the reactants CS(O[CH2:6][C:7]1[CH:8]=[C:9]2[C:13](=[CH:14][CH:15]=1)[CH2:12][N:11]([C:16](=[O:38])[CH2:17][CH2:18][CH2:19][CH2:20][CH2:21][N:22]1[CH2:27][CH2:26][N:25]([C:28]3[CH:33]=[CH:32][CH:31]=[C:30]([C:34]([F:37])([F:36])[F:35])[CH:29]=3)[CH2:24][CH2:23]1)[CH2:10]2)(=O)=O.[NH:39]1[CH2:43][CH2:42][CH2:41][CH2:40]1, predict the reaction product. The product is: [N:39]1([CH2:6][C:7]2[CH:8]=[C:9]3[C:13](=[CH:14][CH:15]=2)[CH2:12][N:11]([C:16](=[O:38])[CH2:17][CH2:18][CH2:19][CH2:20][CH2:21][N:22]2[CH2:23][CH2:24][N:25]([C:28]4[CH:33]=[CH:32][CH:31]=[C:30]([C:34]([F:36])([F:35])[F:37])[CH:29]=4)[CH2:26][CH2:27]2)[CH2:10]3)[CH2:43][CH2:42][CH2:41][CH2:40]1. (4) Given the reactants ClC(Cl)(Cl)CO[C:5](=[O:24])[NH:6][C:7]1[N:8]([C:16]2[CH:21]=[CH:20][C:19]([C:22]#[N:23])=[CH:18][CH:17]=2)[N:9]=[C:10]([C:12]([CH3:15])([CH3:14])[CH3:13])[CH:11]=1.[CH:27]([C:30]1[N:34]2[CH:35]=[C:36]([O:39][C@@H:40]3[C:49]4[C:44](=[CH:45][CH:46]=[CH:47][CH:48]=4)[C@@H:43]([NH2:50])[CH2:42][CH2:41]3)[CH:37]=[CH:38][C:33]2=[N:32][N:31]=1)([CH3:29])[CH3:28].CCN(C(C)C)C(C)C.O, predict the reaction product. The product is: [C:12]([C:10]1[CH:11]=[C:7]([NH:6][C:5]([NH:50][C@@H:43]2[C:44]3[C:49](=[CH:48][CH:47]=[CH:46][CH:45]=3)[C@@H:40]([O:39][C:36]3[CH:37]=[CH:38][C:33]4[N:34]([C:30]([CH:27]([CH3:29])[CH3:28])=[N:31][N:32]=4)[CH:35]=3)[CH2:41][CH2:42]2)=[O:24])[N:8]([C:16]2[CH:21]=[CH:20][C:19]([C:22]#[N:23])=[CH:18][CH:17]=2)[N:9]=1)([CH3:14])([CH3:13])[CH3:15]. (5) Given the reactants N#N.[NH2:3][CH2:4][C:5]([OH:7])=O.[Cl:8][C:9]1[CH:29]=[CH:28][C:12]2[N:13]([CH2:19][C:20]3[CH:25]=[CH:24][C:23]([O:26][CH3:27])=[CH:22][CH:21]=3)C(=O)[O:15][C:16](=O)[C:11]=2[CH:10]=1, predict the reaction product. The product is: [Cl:8][C:9]1[CH:29]=[CH:28][C:12]2[N:13]([CH2:19][C:20]3[CH:25]=[CH:24][C:23]([O:26][CH3:27])=[CH:22][CH:21]=3)[C:5](=[O:7])[CH2:4][NH:3][C:16](=[O:15])[C:11]=2[CH:10]=1. (6) Given the reactants Br[CH2:2][C:3]([C:5]1[CH:10]=[CH:9][C:8]([Br:11])=[CH:7][CH:6]=1)=[O:4].[C:12]([O:18][CH2:19][CH3:20])(=[O:17])[CH2:13][C:14]([CH3:16])=[O:15].C(=O)([O-])[O-].[K+].[K+], predict the reaction product. The product is: [C:14]([CH:13]([CH2:2][C:3]([C:5]1[CH:10]=[CH:9][C:8]([Br:11])=[CH:7][CH:6]=1)=[O:4])[C:12]([O:18][CH2:19][CH3:20])=[O:17])(=[O:15])[CH3:16]. (7) The product is: [N:7]1([C@H:12]([CH3:16])[CH2:13][NH2:15])[CH2:11][CH2:10][CH2:9][CH2:8]1. Given the reactants [H-].[Al+3].[Li+].[H-].[H-].[H-].[N:7]1([C@H:12]([CH3:16])[C:13]([NH2:15])=O)[CH2:11][CH2:10][CH2:9][CH2:8]1.CO.ClCCl, predict the reaction product.